Dataset: Full USPTO retrosynthesis dataset with 1.9M reactions from patents (1976-2016). Task: Predict the reactants needed to synthesize the given product. (1) Given the product [OH:21][CH:4]1[N:10]2[C:11]3[CH:12]=[CH:13][C:14]([N+:18]([O-:20])=[O:19])=[CH:15][C:16]=3[CH:17]=[C:9]2[C:7](=[O:8])[NH:6][CH2:5]1, predict the reactants needed to synthesize it. The reactants are: Cl.CO[CH:4]([O:21]C)[CH2:5][NH:6][C:7]([C:9]1[NH:10][C:11]2[C:16]([CH:17]=1)=[CH:15][C:14]([N+:18]([O-:20])=[O:19])=[CH:13][CH:12]=2)=[O:8]. (2) Given the product [NH2:20][C:19]1[N:14]([C:10]2[C:11]([F:13])=[CH:12][C:7]([CH2:6][CH2:5][OH:4])=[CH:8][C:9]=2[F:31])[C:15](=[O:30])[CH:16]=[CH:17][C:18]=1[C:21](=[O:29])[C:22]1[CH:23]=[CH:24][C:25]([F:28])=[CH:26][CH:27]=1, predict the reactants needed to synthesize it. The reactants are: C([O:4][CH2:5][CH2:6][C:7]1[CH:12]=[C:11]([F:13])[C:10]([N:14]2[C:19]([NH2:20])=[C:18]([C:21](=[O:29])[C:22]3[CH:27]=[CH:26][C:25]([F:28])=[CH:24][CH:23]=3)[CH:17]=[CH:16][C:15]2=[O:30])=[C:9]([F:31])[CH:8]=1)(=O)C. (3) Given the product [C:8]1([C:7](=[N:14][CH:15]([CH2:21][C:22]2[CH:27]=[CH:26][CH:25]=[C:35]([C:39]([F:42])([F:41])[F:40])[C:23]=2[N+:28]([O-:30])=[O:29])[C:16]([O:18][CH2:19][CH3:20])=[O:17])[C:1]2[CH:2]=[CH:3][CH:4]=[CH:5][CH:6]=2)[CH:13]=[CH:12][CH:11]=[CH:10][CH:9]=1, predict the reactants needed to synthesize it. The reactants are: [C:1]1([C:7](=[N:14][CH:15]([CH2:21][C:22]2[C:23]([N+:28]([O-:30])=[O:29])=N[CH:25]=[CH:26][CH:27]=2)[C:16]([O:18][CH2:19][CH3:20])=[O:17])[C:8]2[CH:13]=[CH:12][CH:11]=[CH:10][CH:9]=2)[CH:6]=[CH:5][CH:4]=[CH:3][CH:2]=1.BrCC1C=CC=[C:35]([C:39]([F:42])([F:41])[F:40])C=1[N+]([O-])=O.BrCC1C([N+]([O-])=O)=NC=CC=1. (4) Given the product [F:1][C:2]([F:33])([F:32])[C:3]1[CH:4]=[C:5]([C@H:13]2[O:17][C:16](=[O:18])[N:15]([CH2:19][C:20]3[CH:25]=[C:24]([C:26]([F:29])([F:28])[F:27])[CH:23]=[CH:22][C:21]=3[C:41]3[CH:40]=[CH:39][CH:38]=[C:37]([CH:34]([CH3:36])[CH3:35])[CH:42]=3)[C@H:14]2[CH3:31])[CH:6]=[C:7]([C:9]([F:12])([F:11])[F:10])[CH:8]=1, predict the reactants needed to synthesize it. The reactants are: [F:1][C:2]([F:33])([F:32])[C:3]1[CH:4]=[C:5]([C@H:13]2[O:17][C:16](=[O:18])[N:15]([CH2:19][C:20]3[CH:25]=[C:24]([C:26]([F:29])([F:28])[F:27])[CH:23]=[CH:22][C:21]=3I)[C@H:14]2[CH3:31])[CH:6]=[C:7]([C:9]([F:12])([F:11])[F:10])[CH:8]=1.[CH:34]([C:37]1[CH:38]=[C:39](B(O)O)[CH:40]=[CH:41][CH:42]=1)([CH3:36])[CH3:35].COCCOC.C([O-])([O-])=O.[Na+].[Na+]. (5) Given the product [F:19][C:18]1[C:13]([O:12][CH2:11][C:10]2[CH:20]=[CH:21][C:7]([CH:2]=[O:1])=[CH:8][CH:9]=2)=[N:14][CH:15]=[CH:16][CH:17]=1, predict the reactants needed to synthesize it. The reactants are: [O:1]1CCC[CH2:2]1.Br[C:7]1[CH:21]=[CH:20][C:10]([CH2:11][O:12][C:13]2[C:18]([F:19])=[CH:17][CH:16]=[CH:15][N:14]=2)=[CH:9][CH:8]=1.C([Li])CCC.CN(C)C=O. (6) Given the product [F:28][C:27]1[C:22]([CH:18]2[CH2:17][CH2:16][C:15]3[C:20](=[CH:21][C:12]([N:9]4[CH2:10][C:11]5[CH:2]=[N:3][CH:4]=[CH:5][C:6]=5[NH:7][C:8]4=[O:30])=[C:13]([CH3:29])[CH:14]=3)[O:19]2)=[N:23][CH:24]=[CH:25][CH:26]=1, predict the reactants needed to synthesize it. The reactants are: Cl[C:2]1[C:11]2[CH2:10][N:9]([C:12]3[CH:21]=[C:20]4[C:15]([CH2:16][CH2:17][CH:18]([C:22]5[C:27]([F:28])=[CH:26][CH:25]=[CH:24][N:23]=5)[O:19]4)=[CH:14][C:13]=3[CH3:29])[C:8](=[O:30])[NH:7][C:6]=2[CH:5]=[CH:4][N:3]=1.C(B(O)O)C.C1(P(C2CCCCC2)C2CCCCC2)CCCCC1.P([O-])([O-])([O-])=O.[K+].[K+].[K+].